Dataset: Peptide-MHC class II binding affinity with 134,281 pairs from IEDB. Task: Regression. Given a peptide amino acid sequence and an MHC pseudo amino acid sequence, predict their binding affinity value. This is MHC class II binding data. (1) The peptide sequence is KKRGNHYAFVGVMYNLW. The MHC is DRB5_0101 with pseudo-sequence DRB5_0101. The binding affinity (normalized) is 0.692. (2) The peptide sequence is VKAWWTDLLAKPSVQ. The MHC is HLA-DPA10103-DPB10401 with pseudo-sequence HLA-DPA10103-DPB10401. The binding affinity (normalized) is 0.314. (3) The peptide sequence is HDYEGLSYRSLQPET. The MHC is HLA-DQA10102-DQB10602 with pseudo-sequence HLA-DQA10102-DQB10602. The binding affinity (normalized) is 0.114. (4) The peptide sequence is DVDIIVDARLDLSST. The MHC is DRB1_0901 with pseudo-sequence DRB1_0901. The binding affinity (normalized) is 0. (5) The peptide sequence is EKKYFGATQFEPLAA. The MHC is HLA-DPA10103-DPB10601 with pseudo-sequence HLA-DPA10103-DPB10601. The binding affinity (normalized) is 0.844. (6) The peptide sequence is NKYLEEHPSAGKDPK. The MHC is DRB1_1501 with pseudo-sequence DRB1_1501. The binding affinity (normalized) is 0. (7) The peptide sequence is EELKSLNSVQAQYA. The MHC is HLA-DQA10101-DQB10501 with pseudo-sequence HLA-DQA10101-DQB10501. The binding affinity (normalized) is 0.158.